Dataset: Forward reaction prediction with 1.9M reactions from USPTO patents (1976-2016). Task: Predict the product of the given reaction. Given the reactants [Br:1][C:2]1[CH:3]=[C:4]2[C:8](=[C:9]([O:11][CH3:12])[CH:10]=1)[NH:7][C:6](=[O:13])[C:5]2=[O:14].CC1C=CC(S(O)(=O)=O)=CC=1.[CH2:26](O)[CH2:27][OH:28], predict the reaction product. The product is: [Br:1][C:2]1[CH:3]=[C:4]2[C:8](=[C:9]([O:11][CH3:12])[CH:10]=1)[NH:7][C:6](=[O:13])[C:5]12[O:28][CH2:27][CH2:26][O:14]1.